This data is from Catalyst prediction with 721,799 reactions and 888 catalyst types from USPTO. The task is: Predict which catalyst facilitates the given reaction. Reactant: [F:1][C:2]1[CH:3]=[C:4]([C:8]2[CH:16]=[CH:15][C:11]([C:12]([OH:14])=O)=[CH:10][N:9]=2)[CH:5]=[CH:6][CH:7]=1.[CH3:17][N:18]([CH:20]=[O:21])[CH3:19].[CH2:22](Cl)[CH2:23]Cl.[CH:26]1[CH:31]=[N:30][C:29]2N(O)N=[N:34][C:28]=2[CH:27]=1. Product: [C:31]([C:26]1([C:20]([N:18]2[CH2:19][CH2:19][N:18]([CH3:20])[CH2:17][CH2:17]2)=[O:21])[CH2:23][CH2:22][CH2:29][CH:28]([NH:34][C:12](=[O:14])[C:11]2[CH:15]=[CH:16][C:8]([C:4]3[CH:5]=[CH:6][CH:7]=[C:2]([F:1])[CH:3]=3)=[N:9][CH:10]=2)[CH2:27]1)#[N:30]. The catalyst class is: 2.